The task is: Predict the product of the given reaction.. This data is from Forward reaction prediction with 1.9M reactions from USPTO patents (1976-2016). Given the reactants [Br:1]Br.[O:3]=[C:4]([C:11]1[CH:16]=[CH:15][CH:14]=[CH:13][N:12]=1)[CH2:5][C:6]([O:8][CH2:9][CH3:10])=[O:7], predict the reaction product. The product is: [BrH:1].[Br:1][CH:5]([C:4](=[O:3])[C:11]1[CH:16]=[CH:15][CH:14]=[CH:13][N:12]=1)[C:6]([O:8][CH2:9][CH3:10])=[O:7].